Task: Predict the reaction yield, written as a fraction of the theoretical maximum amount of product (1.0 means a 100% yield; for example, 0.34 means a 34% yield).. Dataset: Reaction yield outcomes from USPTO patents with 853,638 reactions (1) The reactants are S(=O)(=O)(O)O.[C:6]1([CH2:12][C:13]2[CH:21]=[CH:20][CH:19]=[C:15]([C:16]([OH:18])=[O:17])[C:14]=2[OH:22])[CH:11]=[CH:10][CH:9]=[CH:8][CH:7]=1.[CH3:23]O. No catalyst specified. The product is [C:6]1([CH2:12][C:13]2[CH:21]=[CH:20][CH:19]=[C:15]([C:16]([O:18][CH3:23])=[O:17])[C:14]=2[OH:22])[CH:7]=[CH:8][CH:9]=[CH:10][CH:11]=1. The yield is 0.460. (2) The yield is 0.770. The reactants are [C:1]([N:5]1[C:10](=[O:11])[C:9]([Cl:12])=[C:8]([O:13][CH2:14][C:15]2[CH:20]=[CH:19][C:18]([O:21][CH:22]([CH2:25][CH3:26])[CH2:23][OH:24])=[CH:17][CH:16]=2)[CH:7]=[N:6]1)([CH3:4])([CH3:3])[CH3:2].ClCCl.[C:30]1(C)[C:31]([S:36](Cl)(=[O:38])=[O:37])=[CH:32][CH:33]=[CH:34][CH:35]=1.[CH:41](N(C(C)C)CC)(C)C. The catalyst is O. The product is [C:1]([N:5]1[C:10](=[O:11])[C:9]([Cl:12])=[C:8]([O:13][CH2:14][C:15]2[CH:16]=[CH:17][C:18]([O:21][CH:22]([CH2:25][CH3:26])[CH2:23][O:24][S:36]([C:31]3[CH:30]=[CH:35][C:34]([CH3:41])=[CH:33][CH:32]=3)(=[O:37])=[O:38])=[CH:19][CH:20]=2)[CH:7]=[N:6]1)([CH3:4])([CH3:3])[CH3:2]. (3) The reactants are [CH3:1][O:2][C:3]1[CH:4]=[C:5]2[C:10](=[CH:11][C:12]=1[O:13][CH3:14])[N:9]=[CH:8][CH:7]=[C:6]2[O:15][C:16]1[CH:22]=[CH:21][C:19]([NH2:20])=[C:18]([CH3:23])[C:17]=1[CH3:24].ClC(Cl)(O[C:29](=[O:35])[O:30][C:31](Cl)(Cl)Cl)Cl.[Cl:37][C:38]1[CH:43]=[CH:42][C:41](CO)=[CH:40][CH:39]=1.C(=O)(O)[O-].[Na+]. The catalyst is C(Cl)Cl.C(N(CC)CC)C.C1(C)C=CC=CC=1. The product is [CH3:1][O:2][C:3]1[CH:4]=[C:5]2[C:10](=[CH:11][C:12]=1[O:13][CH3:14])[N:9]=[CH:8][CH:7]=[C:6]2[O:15][C:16]1[CH:22]=[CH:21][C:19]([NH:20][C:29](=[O:35])[O:30][CH2:31][C:41]2[CH:42]=[CH:43][C:38]([Cl:37])=[CH:39][CH:40]=2)=[C:18]([CH3:23])[C:17]=1[CH3:24]. The yield is 0.630. (4) The reactants are Br[C:2]1[S:3][C:4](Br)=[C:5]([Br:13])[C:6]=1[CH2:7][CH2:8][CH2:9][CH2:10][CH2:11][CH3:12].C1COCC1. The catalyst is O. The product is [Br:13][C:5]1[C:6]([CH2:7][CH2:8][CH2:9][CH2:10][CH2:11][CH3:12])=[CH:2][S:3][CH:4]=1. The yield is 0.826.